This data is from Full USPTO retrosynthesis dataset with 1.9M reactions from patents (1976-2016). The task is: Predict the reactants needed to synthesize the given product. (1) The reactants are: [Br:1][C:2]1[CH:3]=[CH:4][C:5]([I:11])=[C:6]([CH:10]=1)[C:7](O)=O.[Cl:12][C:13]1[S:14][CH:15]=[CH:16][CH:17]=1. Given the product [Br:1][C:2]1[CH:3]=[CH:4][C:5]([I:11])=[C:6]([CH2:7][C:15]2[S:14][C:13]([Cl:12])=[CH:17][CH:16]=2)[CH:10]=1, predict the reactants needed to synthesize it. (2) Given the product [F:1][C:2]1[CH:7]=[CH:6][C:5]([C:8]2([OH:9])[C:12]3[C:11](=[CH:16][CH:15]=[CH:14][CH:13]=3)[C:10](=[O:17])[N:21]3[CH:22]4[CH2:27][CH2:26][CH2:25][CH2:24][CH:23]4[N:20]=[C:18]23)=[CH:4][CH:3]=1, predict the reactants needed to synthesize it. The reactants are: [F:1][C:2]1[CH:7]=[CH:6][C:5]([C:8]2([C:18]([NH2:20])=O)[C:12]3[CH:13]=[CH:14][CH:15]=[CH:16][C:11]=3[C:10](=[O:17])[O:9]2)=[CH:4][CH:3]=1.[NH2:21][C@@H:22]1[CH2:27][CH2:26][CH2:25][CH2:24][C@H:23]1N.C1(C)C=CC=CC=1. (3) Given the product [F:1][C:2]1[CH:3]=[N+:4]([O-:21])[C:5]([CH3:12])=[C:6]([CH:11]=1)[C:7]([O:9][CH3:10])=[O:8], predict the reactants needed to synthesize it. The reactants are: [F:1][C:2]1[CH:3]=[N:4][C:5]([CH3:12])=[C:6]([CH:11]=1)[C:7]([O:9][CH3:10])=[O:8].ClC1C=C(C(OO)=[O:21])C=CC=1. (4) Given the product [F:1][C:2]([F:7])([F:6])[C:3]([OH:5])=[O:4].[F:1][C:2]([F:7])([F:6])[C:3]([OH:5])=[O:4].[CH3:8][C:9]1[NH:13][N:12]=[C:11]([C:20]([F:23])([F:22])[F:21])[C:10]=1[C:24]1[NH:25][C:26]2[C:32]3[CH:33]=[CH:34][N:35]=[CH:36][C:31]=3[NH:30][C:29]3[N:37]=[CH:38][CH:39]=[CH:40][C:28]=3[C:27]=2[N:41]=1.[C:3]([OH:5])([C:2]([F:7])([F:6])[F:1])=[O:4], predict the reactants needed to synthesize it. The reactants are: [F:1][C:2]([F:7])([F:6])[C:3]([OH:5])=[O:4].[CH3:8][C:9]1[N:13](C2CCCCO2)[N:12]=[C:11]([C:20]([F:23])([F:22])[F:21])[C:10]=1[C:24]1[NH:25][C:26]2[C:32]3[CH:33]=[CH:34][N:35]=[CH:36][C:31]=3[NH:30][C:29]3[N:37]=[CH:38][CH:39]=[CH:40][C:28]=3[C:27]=2[N:41]=1.Cl. (5) Given the product [CH:7]([C:6]1[CH:5]=[CH:4][C:3]([O:2][CH3:1])=[CH:12][C:11]=1[C:9]([OH:8])=[O:10])=[O:16], predict the reactants needed to synthesize it. The reactants are: [CH3:1][O:2][C:3]1[CH:12]=[C:11]2[C:6]([CH2:7][O:8][C:9]2=[O:10])=[CH:5][CH:4]=1.C1C(=O)N(Br)C(=[O:16])C1.CC(N=NC(C#N)(C)C)(C#N)C. (6) Given the product [Cl:15][C:16]1[C:21]([N:22]2[CH2:27][CH2:26][CH:25]3[N:28]([CH3:1])[CH2:29][CH2:30][CH:24]3[CH2:23]2)=[CH:20][C:19]([C:31]#[N:32])=[CH:18][C:17]=1[NH:33][C:34]1[N:39]=[C:38]([N:40]([CH:50]2[CH2:52][CH2:51]2)[CH2:41][C:42]2[CH:43]=[CH:44][C:45]([O:48][CH3:49])=[CH:46][CH:47]=2)[C:37]2=[N:53][CH:54]=[C:55]([C:56]#[N:57])[N:36]2[N:35]=1, predict the reactants needed to synthesize it. The reactants are: [C:1](O[BH-](OC(=O)C)OC(=O)C)(=O)C.[Na+].[Cl:15][C:16]1[C:21]([N:22]2[CH2:27][CH2:26][CH:25]3[NH:28][CH2:29][CH2:30][CH:24]3[CH2:23]2)=[CH:20][C:19]([C:31]#[N:32])=[CH:18][C:17]=1[NH:33][C:34]1[N:39]=[C:38]([N:40]([CH:50]2[CH2:52][CH2:51]2)[CH2:41][C:42]2[CH:47]=[CH:46][C:45]([O:48][CH3:49])=[CH:44][CH:43]=2)[C:37]2=[N:53][CH:54]=[C:55]([C:56]#[N:57])[N:36]2[N:35]=1.C=O.C(O)(=O)C. (7) Given the product [CH2:8]([O:15][C:16]1[C:21]([CH3:22])=[CH:20][C:19]([C:23]2[NH:32][C:31](=[O:33])[C:30]3[C:25](=[CH:26][C:27]([O:7][CH2:6][CH2:5][O:4][CH3:3])=[CH:28][C:29]=3[O:34][CH3:35])[N:24]=2)=[CH:18][C:17]=1[CH3:37])[C:9]1[CH:14]=[CH:13][CH:12]=[CH:11][CH:10]=1, predict the reactants needed to synthesize it. The reactants are: [H-].[Na+].[CH3:3][O:4][CH2:5][CH2:6][OH:7].[CH2:8]([O:15][C:16]1[C:21]([CH3:22])=[CH:20][C:19]([C:23]2[NH:32][C:31](=[O:33])[C:30]3[C:25](=[CH:26][C:27](F)=[CH:28][C:29]=3[O:34][CH3:35])[N:24]=2)=[CH:18][C:17]=1[CH3:37])[C:9]1[CH:14]=[CH:13][CH:12]=[CH:11][CH:10]=1.